This data is from Forward reaction prediction with 1.9M reactions from USPTO patents (1976-2016). The task is: Predict the product of the given reaction. (1) The product is: [CH:10]1([N:16]2[CH2:8][CH2:7][CH:2]2[C:3]([O:5][CH3:6])=[O:4])[CH2:15][CH2:14][CH2:13][CH2:12][CH2:11]1. Given the reactants Br[CH:2]([CH2:7][CH2:8]Br)[C:3]([O:5][CH3:6])=[O:4].[CH:10]1([NH2:16])[CH2:15][CH2:14][CH2:13][CH2:12][CH2:11]1, predict the reaction product. (2) Given the reactants C[O:2][C:3]([C:5]1(C(OC)=O)[CH2:10][CH2:9][O:8][CH2:7][CH2:6]1)=[O:4].Cl, predict the reaction product. The product is: [O:8]1[CH2:9][CH2:10][CH:5]([C:3]([OH:4])=[O:2])[CH2:6][CH2:7]1. (3) Given the reactants [NH2:1][C:2]1[CH:3]=[C:4]([C:8]2[O:12][C:11]([C:13]3[CH:22]=[CH:21][C:16]([C:17]([O:19][CH3:20])=[O:18])=[CH:15][CH:14]=3)=[N:10][N:9]=2)[CH:5]=[CH:6][CH:7]=1.[CH:23]([C:26]1[CH:31]=[CH:30][C:29]([N:32]=[C:33]=[O:34])=[CH:28][CH:27]=1)([CH3:25])[CH3:24], predict the reaction product. The product is: [CH:23]([C:26]1[CH:31]=[CH:30][C:29]([NH:32][C:33](=[O:34])[NH:1][C:2]2[CH:3]=[C:4]([C:8]3[O:12][C:11]([C:13]4[CH:22]=[CH:21][C:16]([C:17]([O:19][CH3:20])=[O:18])=[CH:15][CH:14]=4)=[N:10][N:9]=3)[CH:5]=[CH:6][CH:7]=2)=[CH:28][CH:27]=1)([CH3:25])[CH3:24]. (4) Given the reactants [NH2:1][C:2]1[C:7]2[NH:8][C:9](=[S:16])[N:10]([CH2:11][CH2:12][CH2:13][C:14]#[CH:15])[C:6]=2[CH:5]=[CH:4][N:3]=1.[Br:17][C:18]1[CH:23]=[CH:22][C:21]([O:24][CH3:25])=[CH:20][C:19]=1I.CC1C=CC2C=CC3C=CC(C)=NC=3C=2N=1.O.CC([O-])(C)C.[Na+], predict the reaction product. The product is: [Br:17][C:18]1[CH:23]=[CH:22][C:21]([O:24][CH3:25])=[CH:20][C:19]=1[S:16][C:9]1[N:10]([CH2:11][CH2:12][CH2:13][C:14]#[CH:15])[C:6]2[CH:5]=[CH:4][N:3]=[C:2]([NH2:1])[C:7]=2[N:8]=1. (5) Given the reactants CC[O-].[Na+].Cl.[F:6][C:7]1[CH:15]=[CH:14][CH:13]=[C:12]([F:16])[C:8]=1[C:9](=[NH:11])[NH2:10].[C:17]([OH:25])(=[O:24])/[C:18](=[C:20](\[CH:22]=O)/[Br:21])/Br, predict the reaction product. The product is: [Br:21][C:20]1[C:18]([C:17]([OH:25])=[O:24])=[N:11][C:9]([C:8]2[C:7]([F:6])=[CH:15][CH:14]=[CH:13][C:12]=2[F:16])=[N:10][CH:22]=1. (6) The product is: [O:17]1[CH2:18][CH2:19][N:14]([CH2:2][C:3]2[CH:10]=[CH:9][C:6]([C:7]#[N:8])=[CH:5][C:4]=2[N+:11]([O-:13])=[O:12])[CH2:15][CH2:16]1. Given the reactants Br[CH2:2][C:3]1[CH:10]=[CH:9][C:6]([C:7]#[N:8])=[CH:5][C:4]=1[N+:11]([O-:13])=[O:12].[NH:14]1[CH2:19][CH2:18][O:17][CH2:16][CH2:15]1.C(N(CC)CC)C, predict the reaction product. (7) Given the reactants [Cl:1][C:2]1[CH:7]=[C:6]([Cl:8])[CH:5]=[CH:4][C:3]=1[C:9](=O)[CH2:10][N:11]1[CH:15]=[CH:14][N:13]=[C:12]1[C:16]([O:18]CC)=O.C([O-])(=O)C.[NH4+:26].C(=O)([O-])[O-].[Na+].[Na+], predict the reaction product. The product is: [Cl:1][C:2]1[CH:7]=[C:6]([Cl:8])[CH:5]=[CH:4][C:3]=1[C:9]1[NH:26][C:16](=[O:18])[C:12]2[N:11]([CH:15]=[CH:14][N:13]=2)[CH:10]=1. (8) Given the reactants [C:1]([O:5][C:6]([NH:8][C@:9]1([C:14]([OH:16])=O)[CH2:11][C@H:10]1[CH:12]=[CH2:13])=[O:7])([CH3:4])([CH3:3])[CH3:2].C1N=CN(C(N2C=NC=C2)=O)C=1.[CH:29]1([S:32]([NH2:35])(=[O:34])=[O:33])[CH2:31][CH2:30]1.C1CCN2C(=NCCC2)CC1, predict the reaction product. The product is: [C:1]([O:5][C:6]([NH:8][C@:9]1([C:14]([NH:35][S:32]([CH:29]2[CH2:31][CH2:30]2)(=[O:34])=[O:33])=[O:16])[CH2:11][C@H:10]1[CH:12]=[CH2:13])=[O:7])([CH3:2])([CH3:3])[CH3:4].